Task: Predict the reactants needed to synthesize the given product.. Dataset: Full USPTO retrosynthesis dataset with 1.9M reactions from patents (1976-2016) (1) Given the product [CH3:19][C@H:20]1[CH2:25][O:24][CH2:23][CH2:22][NH:21]1.[C:8]([Cl:7])(=[O:10])[NH2:1], predict the reactants needed to synthesize it. The reactants are: [N:1]1C=CC=CC=1.[Cl:7][C:8](Cl)([O:10]C(=O)OC(Cl)(Cl)Cl)Cl.[CH3:19][C@H:20]1[CH2:25][O:24][CH2:23][CH2:22][NH:21]1. (2) The reactants are: [F:1][C:2]1[CH:3]=[CH:4][C:5]([OH:11])=[C:6]([C:8](=[O:10])[CH3:9])[CH:7]=1.[CH3:12][C:13](=O)[CH3:14].N1CCCC1.CCOC(C)=O. Given the product [F:1][C:2]1[CH:7]=[C:6]2[C:5](=[CH:4][CH:3]=1)[O:11][C:13]([CH3:14])([CH3:12])[CH2:9][C:8]2=[O:10], predict the reactants needed to synthesize it. (3) Given the product [CH:1]1([NH:26][C:18]([C:14]2[CH:13]=[C:12]([CH:17]=[CH:16][CH:15]=2)[C:10]([O:9][CH3:8])=[O:11])=[O:20])[CH2:2][CH2:7]1, predict the reactants needed to synthesize it. The reactants are: [C:1]1([CH3:7])C=CC=C[CH:2]=1.[CH3:8][O:9][C:10]([C:12]1[CH:13]=[C:14]([C:18]([OH:20])=O)[CH:15]=[CH:16][CH:17]=1)=[O:11].S(Cl)(Cl)=O.C[N:26](C=O)C. (4) Given the product [C:1]([O:5][C:6]([NH:8][C@@:9]([C:29](=[O:31])[NH2:30])([CH2:15][C:16]([O:18][CH:19]1[CH:24]([CH:25]([CH3:26])[CH3:27])[CH2:23][CH2:22][CH:21]([CH3:28])[CH2:20]1)=[O:17])[C:10]([O:12][CH2:13][CH3:14])=[O:11])=[O:7])([CH3:2])([CH3:4])[CH3:3], predict the reactants needed to synthesize it. The reactants are: [C:1]([O:5][C:6]([NH:8][C:9]([C:29](=[O:31])[NH2:30])([CH2:15][C:16]([O:18][CH:19]1[CH:24]([CH:25]([CH3:27])[CH3:26])[CH2:23][CH2:22][CH:21]([CH3:28])[CH2:20]1)=[O:17])[C:10]([O:12][CH2:13][CH3:14])=[O:11])=[O:7])([CH3:4])([CH3:3])[CH3:2]. (5) Given the product [Cl:8][C:7]1[C:2]([O:27][C:24]2[CH:25]=[C:26]3[C:21](=[CH:22][CH:23]=2)[N:20]=[CH:19][N:18]=[C:17]3[NH:9][C:10]2[CH:15]=[CH:14][CH:13]=[CH:12][N:11]=2)=[N:3][CH:4]=[CH:5][CH:6]=1, predict the reactants needed to synthesize it. The reactants are: Cl[C:2]1[C:7]([Cl:8])=[CH:6][CH:5]=[CH:4][N:3]=1.[NH2:9][C:10]1[CH:15]=[CH:14][CH:13]=[CH:12][N:11]=1.Cl[C:17]1[C:26]2[C:21](=[CH:22][CH:23]=[C:24]([OH:27])[CH:25]=2)[N:20]=[CH:19][N:18]=1.